Dataset: Reaction yield outcomes from USPTO patents with 853,638 reactions. Task: Predict the reaction yield, written as a fraction of the theoretical maximum amount of product (1.0 means a 100% yield; for example, 0.34 means a 34% yield). (1) The reactants are [NH2:1][C:2]1[CH:3]=[C:4]([CH:28]2[CH2:30][CH2:29]2)[C:5]([C:18]2[CH:19]=[C:20]3[C:25](=[CH:26][CH:27]=2)[O:24][CH2:23][CH2:22][CH2:21]3)=[C:6]([CH:9]([O:14][CH:15]2[CH2:17][CH2:16]2)[C:10]([O:12][CH3:13])=[O:11])[C:7]=1[CH3:8].[C:31](OC(=O)C)(=[O:33])[CH3:32]. The catalyst is ClCCl. The product is [C:31]([NH:1][C:2]1[CH:3]=[C:4]([CH:28]2[CH2:30][CH2:29]2)[C:5]([C:18]2[CH:19]=[C:20]3[C:25](=[CH:26][CH:27]=2)[O:24][CH2:23][CH2:22][CH2:21]3)=[C:6]([CH:9]([O:14][CH:15]2[CH2:16][CH2:17]2)[C:10]([O:12][CH3:13])=[O:11])[C:7]=1[CH3:8])(=[O:33])[CH3:32]. The yield is 0.980. (2) The reactants are [NH2:1][C:2]1[C:7]([OH:8])=[CH:6][C:5]([C:9]([N:11]2[CH2:16][CH2:15][O:14][CH2:13][CH2:12]2)=[O:10])=[C:4]([F:17])[CH:3]=1.Cl[C:19]1[N:24]=[C:23]([NH:25][CH:26]2[CH2:28][CH2:27]2)[C:22]([C:29]([F:32])([F:31])[F:30])=[CH:21][N:20]=1.Cl. The catalyst is CCCCO. The product is [CH:26]1([NH:25][C:23]2[C:22]([C:29]([F:31])([F:32])[F:30])=[CH:21][N:20]=[C:19]([NH:1][C:2]3[C:7]([OH:8])=[CH:6][C:5]([C:9]([N:11]4[CH2:12][CH2:13][O:14][CH2:15][CH2:16]4)=[O:10])=[C:4]([F:17])[CH:3]=3)[N:24]=2)[CH2:27][CH2:28]1. The yield is 0.340. (3) The reactants are [H-].[Na+].[CH2:3]([NH:10][C:11]1[C:20]2[C:15](=[CH:16][CH:17]=[CH:18][C:19]=2[C:21]2[CH:26]=[CH:25][CH:24]=[CH:23][CH:22]=2)[C:14]([C:27]2[CH:28]=[C:29]([S:33]([NH:36][C:37]([CH3:40])([CH3:39])[CH3:38])(=[O:35])=[O:34])[CH:30]=[N:31][CH:32]=2)=[C:13]([Cl:41])[N:12]=1)[C:4]1[CH:9]=[CH:8][CH:7]=[CH:6][CH:5]=1.[CH3:42][O:43][C:44]1[CH:51]=[CH:50][C:47]([CH2:48]Cl)=[CH:46][CH:45]=1. The catalyst is CN(C=O)C. The product is [CH2:3]([N:10]([CH2:48][C:47]1[CH:50]=[CH:51][C:44]([O:43][CH3:42])=[CH:45][CH:46]=1)[C:11]1[C:20]2[C:15](=[CH:16][CH:17]=[CH:18][C:19]=2[C:21]2[CH:26]=[CH:25][CH:24]=[CH:23][CH:22]=2)[C:14]([C:27]2[CH:28]=[C:29]([S:33]([NH:36][C:37]([CH3:38])([CH3:40])[CH3:39])(=[O:35])=[O:34])[CH:30]=[N:31][CH:32]=2)=[C:13]([Cl:41])[N:12]=1)[C:4]1[CH:9]=[CH:8][CH:7]=[CH:6][CH:5]=1. The yield is 0.400. (4) The reactants are [C:1]([N:4]([C:34]1[CH:39]=[CH:38][C:37]([Cl:40])=[CH:36][CH:35]=1)[C@H:5]1[C:14]2[C:9](=[CH:10][CH:11]=[CH:12][CH:13]=2)[N:8]([C:15]([C:17]2[CH:32]=[CH:31][C:20]([O:21][CH2:22][CH:23]3[CH2:27][CH2:26][CH2:25][CH:24]3[C:28]([O-:30])=[O:29])=[CH:19][CH:18]=2)=[O:16])[C@@H:7]([CH3:33])[CH2:6]1)(=[O:3])[CH3:2].C(=O)([O-])[O-].[K+].[K+]. The catalyst is CO. The product is [C:1]([N:4]([C:34]1[CH:39]=[CH:38][C:37]([Cl:40])=[CH:36][CH:35]=1)[C@H:5]1[C:14]2[C:9](=[CH:10][CH:11]=[CH:12][CH:13]=2)[N:8]([C:15]([C:17]2[CH:32]=[CH:31][C:20]([O:21][CH2:22][C@@H:23]3[CH2:27][CH2:26][CH2:25][C@H:24]3[C:28]([OH:30])=[O:29])=[CH:19][CH:18]=2)=[O:16])[C@@H:7]([CH3:33])[CH2:6]1)(=[O:3])[CH3:2]. The yield is 0.100. (5) The reactants are [Mg].Br[C:3]1[S:4][CH:5]=[CH:6][C:7]=1[CH2:8][CH2:9][CH2:10][CH2:11][CH2:12][CH2:13][CH2:14][CH2:15][CH2:16][CH2:17][CH2:18][CH3:19].CN([CH:23]=[O:24])C.Cl. The catalyst is O1CCCC1.II. The product is [CH2:8]([C:7]1[CH:6]=[CH:5][S:4][C:3]=1[CH:23]=[O:24])[CH2:9][CH2:10][CH2:11][CH2:12][CH2:13][CH2:14][CH2:15][CH2:16][CH2:17][CH2:18][CH3:19]. The yield is 0.896. (6) The reactants are [F:1][C:2]([F:26])([F:25])[C:3]1[CH:8]=[CH:7][C:6]([C:9]2[C:17]3[CH2:16][CH2:15][CH:14]([NH:18][S:19]([CH:22]4[CH2:24][CH2:23]4)(=[O:21])=[O:20])[C:13]=3[CH:12]=[N:11][CH:10]=2)=[CH:5][CH:4]=1.C(S(Cl)(=O)=O)CC. No catalyst specified. The product is [F:26][C:2]([F:1])([F:25])[C:3]1[CH:8]=[CH:7][C:6]([C:9]2[C:17]3[CH2:16][CH2:15][CH:14]([NH:18][S:19]([CH2:22][CH2:23][CH3:24])(=[O:21])=[O:20])[C:13]=3[CH:12]=[N:11][CH:10]=2)=[CH:5][CH:4]=1. The yield is 0.0500. (7) The product is [C:16](=[O:17])([O:18][CH2:19][CH3:20])[O:13][C:6]1[CH:7]=[C:8]([CH:10]([CH3:12])[CH3:11])[CH:9]=[C:4]([CH:1]([CH3:3])[CH3:2])[C:5]=1[O:14][C:16](=[O:17])[O:18][CH2:19][CH3:20]. The yield is 0.591. The reactants are [CH:1]([C:4]1[CH:9]=[C:8]([CH:10]([CH3:12])[CH3:11])[CH:7]=[C:6]([OH:13])[C:5]=1[OH:14])([CH3:3])[CH3:2].Cl[C:16]([O:18][CH2:19][CH3:20])=[O:17]. No catalyst specified.